From a dataset of Forward reaction prediction with 1.9M reactions from USPTO patents (1976-2016). Predict the product of the given reaction. (1) Given the reactants [Br:1][C:2]1[CH:3]=[N:4][CH:5]=[CH:6][C:7]=1F.C[O-].[Na+].CO.C(O)(=O)C[C:16](CC(O)=O)(C(O)=O)[OH:17], predict the reaction product. The product is: [Br:1][C:2]1[CH:3]=[N:4][CH:5]=[CH:6][C:7]=1[O:17][CH3:16]. (2) Given the reactants Br[CH2:2][CH2:3][CH2:4][CH2:5][C:6]([O:8][CH2:9][CH3:10])=[O:7].[OH:11][C:12]1[CH:24]=[CH:23][C:22]2[C:21]3[C:16](=[CH:17][CH:18]=[CH:19][CH:20]=3)[NH:15][C:14]=2[CH:13]=1, predict the reaction product. The product is: [CH:13]1[C:14]2[NH:15][C:16]3[C:21](=[CH:20][CH:19]=[CH:18][CH:17]=3)[C:22]=2[CH:23]=[CH:24][C:12]=1[O:11][CH2:2][CH2:3][CH2:4][CH2:5][C:6]([O:8][CH2:9][CH3:10])=[O:7].